Dataset: Full USPTO retrosynthesis dataset with 1.9M reactions from patents (1976-2016). Task: Predict the reactants needed to synthesize the given product. (1) Given the product [NH2:1][CH2:2][CH2:3][C:4]([N:6]([CH2:14][C@H:15]1[C:69](=[O:70])[NH:71][C@@H:72]([CH2:76][C:77]2[CH:78]=[CH:79][C:80]([O:83][CH2:84][CH3:85])=[CH:81][CH:82]=2)[C:73](=[O:75])[N:16]1[CH2:60][C:59]1[CH:62]=[CH:63][C:56]([O:49][C:50]2[CH:55]=[CH:54][CH:53]=[CH:52][CH:51]=2)=[CH:57][CH:58]=1)[CH2:7][CH:8]1[CH2:9][CH2:10][NH:11][CH2:12][CH2:13]1)=[O:5], predict the reactants needed to synthesize it. The reactants are: [NH2:1][C:2](C)(C)[CH2:3][C:4]([N:6]([CH2:14][C@H:15]1C(=O)N[C@@H](CC2C=CC3C(=CC=CC=3)C=2)C(=O)[N:16]1CC1C=CC(C2C=CC=CC=2)=CC=1)[CH2:7][CH:8]1[CH2:13][CH2:12][NH:11][CH2:10][CH2:9]1)=[O:5].[O:49]([C:56]1[CH:63]=[CH:62][C:59]([CH:60]=O)=[CH:58][CH:57]=1)[C:50]1[CH:55]=[CH:54][CH:53]=[CH:52][CH:51]=1.C(O[C:69]([NH:71][C@@H:72]([CH2:76][C:77]1[CH:82]=[CH:81][C:80]([O:83][CH2:84][CH3:85])=[CH:79][CH:78]=1)[C:73]([OH:75])=O)=[O:70])(C)(C)C. (2) Given the product [O:1]1[CH2:5][CH2:4][O:3][CH:2]1[C:6]1[O:10][C:9]([C:11]([C:13]2[CH:18]=[CH:17][C:16]([F:19])=[CH:15][CH:14]=2)=[O:12])=[CH:8][CH:7]=1, predict the reactants needed to synthesize it. The reactants are: [O:1]1[CH2:5][CH2:4][O:3][CH:2]1[C:6]1[O:10][C:9]([CH:11]([C:13]2[CH:18]=[CH:17][C:16]([F:19])=[CH:15][CH:14]=2)[OH:12])=[CH:8][CH:7]=1. (3) Given the product [CH2:14]([O:13][C:4]1[N:3]=[C:2]([NH:26][C:25]2[CH:24]=[CH:23][C:22]([N:19]3[CH2:20][CH2:21][O:16][CH2:17][CH2:18]3)=[CH:28][CH:27]=2)[N:7]=[C:6]2[NH:8][N:9]=[C:10]([S:11][CH3:12])[C:5]=12)[CH3:15], predict the reactants needed to synthesize it. The reactants are: Cl[C:2]1[N:7]=[C:6]2[NH:8][N:9]=[C:10]([S:11][CH3:12])[C:5]2=[C:4]([O:13][CH2:14][CH3:15])[N:3]=1.[O:16]1[CH2:21][CH2:20][N:19]([C:22]2[CH:28]=[CH:27][C:25]([NH2:26])=[CH:24][CH:23]=2)[CH2:18][CH2:17]1.C(O)CO. (4) Given the product [CH2:1]([N:3]([CH2:9][CH3:10])[C:4]([CH3:8])([CH3:5])[C:6]#[C:7][C:27]1[S:28][C:21]2[C:22](=[N:23][CH:24]=[CH:25][C:20]=2[O:19][C:18]2[CH:17]=[CH:16][C:14]([NH2:15])=[CH:13][C:12]=2[F:11])[CH:26]=1)[CH3:2], predict the reactants needed to synthesize it. The reactants are: [CH2:1]([N:3]([CH2:9][CH3:10])[C:4]([CH3:8])([C:6]#[CH:7])[CH3:5])[CH3:2].[F:11][C:12]1[CH:13]=[C:14]([CH:16]=[CH:17][C:18]=1[O:19][C:20]1[CH:25]=[CH:24][N:23]=[C:22]2[CH:26]=[C:27](I)[S:28][C:21]=12)[NH2:15]. (5) Given the product [CH3:1][O:2][C:3]1[CH:4]=[C:5]([CH:27]=[C:28]([O:30][CH3:31])[CH:29]=1)[O:6][C@@H:7]([C@:11]1([C:21]2[CH:22]=[CH:23][CH:24]=[CH:25][CH:26]=2)[C:20]2[C:15](=[CH:16][CH:17]=[CH:18][CH:19]=2)[CH2:14][CH2:13][N:12]1[C:49](=[O:50])[CH2:48][C:42]1[CH:47]=[CH:46][CH:45]=[CH:44][CH:43]=1)[C:8]([OH:10])=[O:9], predict the reactants needed to synthesize it. The reactants are: [CH3:1][O:2][C:3]1[CH:4]=[C:5]([CH:27]=[C:28]([O:30][CH3:31])[CH:29]=1)[O:6][C@@H:7]([C@:11]1([C:21]2[CH:26]=[CH:25][CH:24]=[CH:23][CH:22]=2)[C:20]2[C:15](=[CH:16][CH:17]=[CH:18][CH:19]=2)[CH2:14][CH2:13][NH:12]1)[C:8]([OH:10])=[O:9].C1COCC1.Cl[Si](C)(C)C.[C:42]1([CH2:48][C:49](Cl)=[O:50])[CH:47]=[CH:46][CH:45]=[CH:44][CH:43]=1. (6) The reactants are: [CH:1]([C:3]1[NH:7][C:6]([CH3:8])=[C:5]([C:9]([OH:11])=O)[C:4]=1[CH3:12])=[O:2].[N:13]1([CH2:18][CH2:19][NH2:20])[CH:17]=[CH:16][N:15]=[N:14]1. Given the product [N:13]1([CH2:18][CH2:19][NH:20][C:9]([C:5]2[C:4]([CH3:12])=[C:3]([CH:1]=[O:2])[NH:7][C:6]=2[CH3:8])=[O:11])[CH:17]=[CH:16][N:15]=[N:14]1, predict the reactants needed to synthesize it. (7) Given the product [CH3:13][N:14]1[C:22]2[C:17](=[CH:18][CH:19]=[CH:20][CH:21]=2)[C:16]([CH:23]([C:28](=[O:30])[CH3:29])[C:24]([O:26][CH3:27])=[O:25])=[CH:15]1, predict the reactants needed to synthesize it. The reactants are: C([Li])CCC.C(NC(C)C)(C)C.[CH3:13][N:14]1[C:22]2[C:17](=[CH:18][CH:19]=[CH:20][CH:21]=2)[C:16]([CH2:23][C:24]([O:26][CH3:27])=[O:25])=[CH:15]1.[C:28](OC(=O)C)(=[O:30])[CH3:29].[Cl-].[NH4+]. (8) The reactants are: [NH2:1][C:2]1[C:11]2[C:6](=[CH:7][CH:8]=[CH:9][CH:10]=2)[C:5]([C:12]#[N:13])=[CH:4][CH:3]=1.B.C1COCC1. Given the product [NH2:13][CH2:12][C:5]1[C:6]2[C:11](=[CH:10][CH:9]=[CH:8][CH:7]=2)[C:2]([NH2:1])=[CH:3][CH:4]=1, predict the reactants needed to synthesize it.